From a dataset of Peptide-MHC class II binding affinity with 134,281 pairs from IEDB. Regression. Given a peptide amino acid sequence and an MHC pseudo amino acid sequence, predict their binding affinity value. This is MHC class II binding data. (1) The peptide sequence is PELEEEMFKKRNLTI. The MHC is DRB1_1302 with pseudo-sequence DRB1_1302. The binding affinity (normalized) is 0.119. (2) The peptide sequence is MKEGRYEVRAELPGV. The MHC is DRB1_0404 with pseudo-sequence DRB1_0404. The binding affinity (normalized) is 0.173. (3) The peptide sequence is GELQIVDKIDAAFCI. The MHC is DRB1_1302 with pseudo-sequence DRB1_1302. The binding affinity (normalized) is 0.632. (4) The binding affinity (normalized) is 0.832. The MHC is DRB1_0901 with pseudo-sequence DRB1_0901. The peptide sequence is LYKYKVVKIEPLGVAPTKAK.